This data is from Forward reaction prediction with 1.9M reactions from USPTO patents (1976-2016). The task is: Predict the product of the given reaction. Given the reactants [CH2:1]([S:8]([N:11]1[CH2:16][CH2:15][CH2:14][CH2:13][CH:12]1[C:17]([O:19]CC)=[O:18])(=[O:10])=[O:9])[C:2]1[CH:7]=[CH:6][CH:5]=[CH:4][CH:3]=1.[Li+].[OH-].Cl, predict the reaction product. The product is: [CH2:1]([S:8]([N:11]1[CH2:16][CH2:15][CH2:14][CH2:13][CH:12]1[C:17]([OH:19])=[O:18])(=[O:9])=[O:10])[C:2]1[CH:7]=[CH:6][CH:5]=[CH:4][CH:3]=1.